The task is: Regression. Given two drug SMILES strings and cell line genomic features, predict the synergy score measuring deviation from expected non-interaction effect.. This data is from NCI-60 drug combinations with 297,098 pairs across 59 cell lines. (1) Drug 1: COC1=C(C=C2C(=C1)N=CN=C2NC3=CC(=C(C=C3)F)Cl)OCCCN4CCOCC4. Drug 2: C(CN)CNCCSP(=O)(O)O. Cell line: NCI-H460. Synergy scores: CSS=7.00, Synergy_ZIP=-4.23, Synergy_Bliss=-2.18, Synergy_Loewe=-7.47, Synergy_HSA=-1.78. (2) Drug 1: CCC(=C(C1=CC=CC=C1)C2=CC=C(C=C2)OCCN(C)C)C3=CC=CC=C3.C(C(=O)O)C(CC(=O)O)(C(=O)O)O. Drug 2: B(C(CC(C)C)NC(=O)C(CC1=CC=CC=C1)NC(=O)C2=NC=CN=C2)(O)O. Cell line: SK-MEL-28. Synergy scores: CSS=70.6, Synergy_ZIP=8.44, Synergy_Bliss=8.32, Synergy_Loewe=-27.9, Synergy_HSA=7.56. (3) Drug 1: C1CC(=O)NC(=O)C1N2CC3=C(C2=O)C=CC=C3N. Drug 2: N.N.Cl[Pt+2]Cl. Cell line: NCI-H226. Synergy scores: CSS=-2.16, Synergy_ZIP=0.0953, Synergy_Bliss=-3.19, Synergy_Loewe=-4.18, Synergy_HSA=-4.92.